This data is from Forward reaction prediction with 1.9M reactions from USPTO patents (1976-2016). The task is: Predict the product of the given reaction. Given the reactants Br[C:2]1[C:3]([Si:11]([CH3:14])([CH3:13])[CH3:12])=[C:4]2[CH2:10][CH2:9][O:8][C:5]2=[N:6][CH:7]=1.[CH2:15]([Sn](CCCC)(CCCC)CCCC)[CH:16]=[CH2:17], predict the reaction product. The product is: [CH2:17]([C:2]1[C:3]([Si:11]([CH3:14])([CH3:13])[CH3:12])=[C:4]2[CH2:10][CH2:9][O:8][C:5]2=[N:6][CH:7]=1)[CH:16]=[CH2:15].